Dataset: Peptide-MHC class II binding affinity with 134,281 pairs from IEDB. Task: Regression. Given a peptide amino acid sequence and an MHC pseudo amino acid sequence, predict their binding affinity value. This is MHC class II binding data. The peptide sequence is KLALGGSIAVKITEH. The MHC is DRB1_0301 with pseudo-sequence DRB1_0301. The binding affinity (normalized) is 0.133.